This data is from Forward reaction prediction with 1.9M reactions from USPTO patents (1976-2016). The task is: Predict the product of the given reaction. (1) Given the reactants [NH2:1][C@@H:2]1[C:8](=[O:9])[N:7]([CH2:10][CH2:11][O:12][CH2:13][C:14]2[CH:19]=[CH:18][CH:17]=[CH:16][CH:15]=2)[C:6]2[CH:20]=[CH:21][CH:22]=[CH:23][C:5]=2[C:4]2[CH:24]=[CH:25][CH:26]=[CH:27][C:3]1=2.[CH2:28]([O:30][C:31](=[O:38])[C@@:32]([F:37])([CH3:36])[C:33](O)=[O:34])[CH3:29], predict the reaction product. The product is: [CH2:28]([O:30][C:31](=[O:38])[C@@:32]([F:37])([CH3:36])[C:33]([NH:1][C@@H:2]1[C:8](=[O:9])[N:7]([CH2:10][CH2:11][O:12][CH2:13][C:14]2[CH:19]=[CH:18][CH:17]=[CH:16][CH:15]=2)[C:6]2[CH:20]=[CH:21][CH:22]=[CH:23][C:5]=2[C:4]2[CH:24]=[CH:25][CH:26]=[CH:27][C:3]1=2)=[O:34])[CH3:29]. (2) Given the reactants [CH3:1][S:2]([O:5]S(C)(=O)=O)(=O)=[O:3].[NH2:10][CH2:11][CH2:12][O:13][CH2:14][CH2:15][N:16]1[C:24]2[C:23]([CH3:25])=[C:22]([CH3:26])[N:21]=[C:20]([NH2:27])[C:19]=2[N:18]=[C:17]1[CH3:28].C(N(CC)CC)C, predict the reaction product. The product is: [NH2:27][C:20]1[C:19]2[N:18]=[C:17]([CH3:28])[N:16]([CH2:15][CH2:14][O:13][CH2:12][CH2:11][NH:10][S:2]([CH3:1])(=[O:5])=[O:3])[C:24]=2[C:23]([CH3:25])=[C:22]([CH3:26])[N:21]=1.